Dataset: Full USPTO retrosynthesis dataset with 1.9M reactions from patents (1976-2016). Task: Predict the reactants needed to synthesize the given product. Given the product [CH3:19][O:1][CH:2]([C:8]1[CH:17]=[CH:16][CH:15]=[C:14]2[C:9]=1[CH:10]=[CH:11][CH:12]=[N:13]2)[C:3]([O:5][CH2:6][CH3:7])=[O:4], predict the reactants needed to synthesize it. The reactants are: [OH:1][CH:2]([C:8]1[CH:17]=[CH:16][CH:15]=[C:14]2[C:9]=1[CH:10]=[CH:11][CH:12]=[N:13]2)[C:3]([O:5][CH2:6][CH3:7])=[O:4].I[CH3:19].[H-].[Na+].